From a dataset of Full USPTO retrosynthesis dataset with 1.9M reactions from patents (1976-2016). Predict the reactants needed to synthesize the given product. (1) Given the product [CH2:1]([N:5]([CH2:14][CH2:15][CH2:16][CH3:17])[C:6]1[CH:13]=[CH:12][C:9]([CH2:10][N:32]2[CH2:33][CH2:34][CH:29]([C:25]3[CH:24]=[C:23]([NH:22][C:20](=[O:21])[CH:19]([CH3:18])[CH3:35])[CH:28]=[CH:27][CH:26]=3)[CH2:30][CH2:31]2)=[CH:8][CH:7]=1)[CH2:2][CH2:3][CH3:4], predict the reactants needed to synthesize it. The reactants are: [CH2:1]([N:5]([CH2:14][CH2:15][CH2:16][CH3:17])[C:6]1[CH:13]=[CH:12][C:9]([CH:10]=O)=[CH:8][CH:7]=1)[CH2:2][CH2:3][CH3:4].[CH3:18][CH:19]([CH3:35])[C:20]([NH:22][C:23]1[CH:28]=[CH:27][CH:26]=[C:25]([CH:29]2[CH2:34][CH2:33][NH:32][CH2:31][CH2:30]2)[CH:24]=1)=[O:21]. (2) Given the product [Br:1][C:2]1[CH:11]=[C:10]([Cl:12])[C:9]([O:13][CH3:14])=[CH:8][C:3]=1[CH2:4][OH:5], predict the reactants needed to synthesize it. The reactants are: [Br:1][C:2]1[CH:11]=[C:10]([Cl:12])[C:9]([O:13][CH3:14])=[CH:8][C:3]=1[C:4](OC)=[O:5].[BH4-].[Li+]. (3) Given the product [I:2][C:3]1[CH:4]=[C:5]2[C:6]([CH:7]=[C:35]([C:37]3[CH:38]=[CH:39][C:40]4[O:45][CH2:44][C:43](=[O:46])[NH:42][C:41]=4[CH:47]=3)[CH:34]([C:48]3[CH:49]=[CH:50][CH:51]=[CH:52][CH:53]=3)[S:29]2)=[CH:27][CH:28]=1, predict the reactants needed to synthesize it. The reactants are: [Br-].[I:2][C:3]1[CH:28]=[CH:27][C:6]([CH2:7][P+](C2C=CC=CC=2)(C2C=CC=CC=2)C2C=CC=CC=2)=[C:5]([SH:29])[CH:4]=1.C[O-].[Na+].Br[CH:34]([C:48]1[CH:53]=[CH:52][CH:51]=[CH:50][CH:49]=1)[C:35]([C:37]1[CH:38]=[CH:39][C:40]2[O:45][CH2:44][C:43](=[O:46])[NH:42][C:41]=2[CH:47]=1)=O.C(OCC)(=O)C.